From a dataset of Catalyst prediction with 721,799 reactions and 888 catalyst types from USPTO. Predict which catalyst facilitates the given reaction. (1) Reactant: [CH3:1][O:2][C:3]1[CH:8]=[CH:7][C:6]([S:9]([N:12]([CH2:24][C:25]2[CH:26]=[N:27][CH:28]=[CH:29][CH:30]=2)[C@H:13]([CH2:21][CH:22]=[CH2:23])[C:14]([O:16]C(C)(C)C)=[O:15])(=[O:11])=[O:10])=[CH:5][CH:4]=1.FC(F)(F)C(O)=O. Product: [CH3:1][O:2][C:3]1[CH:8]=[CH:7][C:6]([S:9]([N:12]([C@H:13]([CH2:21][CH:22]=[CH2:23])[C:14]([OH:16])=[O:15])[CH2:24][C:25]2[CH:26]=[N:27][CH:28]=[CH:29][CH:30]=2)(=[O:11])=[O:10])=[CH:5][CH:4]=1. The catalyst class is: 4. (2) Reactant: Br[C:2]1[CH:11]=[CH:10][C:5]([C:6]([O:8]C)=[O:7])=[CH:4][C:3]=1[CH3:12].[CH3:13][C:14]1[C:18](B2OC(C)(C)C(C)(C)O2)=[C:17]([CH3:28])[O:16][N:15]=1.C(=O)([O-])[O-].[K+].[K+].[OH-].[Na+]. Product: [CH3:13][C:14]1[C:18]([C:2]2[CH:11]=[CH:10][C:5]([C:6]([OH:8])=[O:7])=[CH:4][C:3]=2[CH3:12])=[C:17]([CH3:28])[O:16][N:15]=1. The catalyst class is: 398. (3) Reactant: [OH:1][C:2]1[CH:7]=[CH:6][C:5](B(O)O)=[CH:4][CH:3]=1.O.O.O.O.O.O.O.O.O.O.C(=O)([O-])[O-].[Na+].[Na+].Br[C:28]1[CH:29]=[N:30][C:31]([C:34]2[CH:39]=[CH:38][C:37]([CH2:40][C@H:41]([NH:54][C:55]([C:57]3[S:58][C:59]([C:62]([CH3:65])([CH3:64])[CH3:63])=[CH:60][CH:61]=3)=[O:56])[C:42]([NH:44][C@@H:45]([C:47]([O:49][C:50]([CH3:53])([CH3:52])[CH3:51])=[O:48])[CH3:46])=[O:43])=[CH:36][CH:35]=2)=[N:32][CH:33]=1.C1COCC1. Product: [C:62]([C:59]1[S:58][C:57]([C:55]([NH:54][C@@H:41]([CH2:40][C:37]2[CH:38]=[CH:39][C:34]([C:31]3[N:30]=[CH:29][C:28]([C:5]4[CH:6]=[CH:7][C:2]([OH:1])=[CH:3][CH:4]=4)=[CH:33][N:32]=3)=[CH:35][CH:36]=2)[C:42]([NH:44][C@@H:45]([C:47]([O:49][C:50]([CH3:53])([CH3:51])[CH3:52])=[O:48])[CH3:46])=[O:43])=[O:56])=[CH:61][CH:60]=1)([CH3:63])([CH3:64])[CH3:65]. The catalyst class is: 578. (4) Reactant: [C:1]([CH2:3][C:4]([OH:6])=O)#[N:2].CCN(C(C)C)C(C)C.CN(C(ON1N=NC2C=CC=CC1=2)=[N+](C)C)C.[B-](F)(F)(F)F.Cl.[Cl:39][C:40]1[CH:63]=[CH:62][C:43]([C:44]([NH:46][C:47]2[N:51]([CH:52]3[CH2:57][CH2:56][CH2:55][NH:54][CH2:53]3)[C:50]3[CH:58]=[CH:59][CH:60]=[CH:61][C:49]=3[N:48]=2)=[O:45])=[CH:42][CH:41]=1. Product: [Cl:39][C:40]1[CH:63]=[CH:62][C:43]([C:44]([NH:46][C:47]2[N:51]([CH:52]3[CH2:57][CH2:56][CH2:55][N:54]([C:4](=[O:6])[CH2:3][C:1]#[N:2])[CH2:53]3)[C:50]3[CH:58]=[CH:59][CH:60]=[CH:61][C:49]=3[N:48]=2)=[O:45])=[CH:42][CH:41]=1. The catalyst class is: 606. (5) Reactant: [CH3:1][C@H:2]1[CH2:6][CH2:5][CH2:4][N:3]1[C@H:7]1[CH2:11][CH2:10][N:9]([C:12]2[CH:13]=[CH:14][C:15]([NH2:18])=[N:16][CH:17]=2)[CH2:8]1.[O:19]1[CH2:24][CH2:23][CH:22]([C:25](O)=[O:26])[CH2:21][CH2:20]1.CN1CCOCC1.ON1C2C=CC=CC=2N=N1.CCN=C=NCCCN(C)C.Cl.Cl. Product: [CH3:1][C@H:2]1[CH2:6][CH2:5][CH2:4][N:3]1[C@H:7]1[CH2:11][CH2:10][N:9]([C:12]2[CH:13]=[CH:14][C:15]([NH:18][C:25]([CH:22]3[CH2:23][CH2:24][O:19][CH2:20][CH2:21]3)=[O:26])=[N:16][CH:17]=2)[CH2:8]1. The catalyst class is: 59. (6) Reactant: [CH2:1]([O:3][C:4](=[O:16])[C:5]([C:14]#[N:15])=[CH:6][C:7]1[CH:12]=[CH:11][C:10]([Br:13])=[CH:9][CH:8]=1)[CH3:2].[C:17]1([CH3:25])[CH:22]=[CH:21][CH:20]=[CH:19][C:18]=1[Mg]Cl.Cl. Product: [CH2:1]([O:3][C:4](=[O:16])[CH:5]([C:14]#[N:15])[CH:6]([C:7]1[CH:8]=[CH:9][C:10]([Br:13])=[CH:11][CH:12]=1)[C:18]1[CH:19]=[CH:20][CH:21]=[CH:22][C:17]=1[CH3:25])[CH3:2]. The catalyst class is: 247.